Dataset: Reaction yield outcomes from USPTO patents with 853,638 reactions. Task: Predict the reaction yield, written as a fraction of the theoretical maximum amount of product (1.0 means a 100% yield; for example, 0.34 means a 34% yield). (1) The reactants are [F:1][CH:2]([F:20])[O:3][C:4]1[CH:5]=[C:6]([C:10]2[C:11]([O:17][CH2:18][CH3:19])=[N:12][CH:13]=[C:14]([CH3:16])[N:15]=2)[CH:7]=[CH:8][CH:9]=1.[Br:21]C1C(OCC)=NC=C(C)N=1.B(O)O.C(=O)([O-])[O-].[Na+].[Na+]. The catalyst is CCO.C1(C)C=CC=CC=1.[Pd].C1(P(C2C=CC=CC=2)C2C=CC=CC=2)C=CC=CC=1.C1(P(C2C=CC=CC=2)C2C=CC=CC=2)C=CC=CC=1.C1(P(C2C=CC=CC=2)C2C=CC=CC=2)C=CC=CC=1.C1(P(C2C=CC=CC=2)C2C=CC=CC=2)C=CC=CC=1. The product is [Br:21][CH2:16][C:14]1[N:15]=[C:10]([C:6]2[CH:7]=[CH:8][CH:9]=[C:4]([O:3][CH:2]([F:1])[F:20])[CH:5]=2)[C:11]([O:17][CH2:18][CH3:19])=[N:12][CH:13]=1. The yield is 0.900. (2) The reactants are [CH3:1][P:2]([O:6][CH3:7])([O:4][CH3:5])=[O:3].[Li]CCCC.[CH3:13][C:14]1([CH3:25])[CH2:19][CH2:18][CH:17]([C:20](OCC)=[O:21])[CH2:16][CH2:15]1. The catalyst is C1COCC1. The product is [CH3:13][C:14]1([CH3:25])[CH2:19][CH2:18][CH:17]([C:20](=[O:21])[CH2:1][P:2](=[O:3])([O:6][CH3:7])[O:4][CH3:5])[CH2:16][CH2:15]1. The yield is 0.700. (3) The yield is 0.574. The catalyst is CN(C=O)C. The product is [Cl:17][C:16]1[C:11]([O:3][C:4]2[CH:8]=[C:7]([CH3:9])[NH:6][N:5]=2)=[N:12][CH:13]=[C:14]([Cl:18])[CH:15]=1. The reactants are [H-].[Na+].[OH:3][C:4]1[CH:8]=[C:7]([CH3:9])[NH:6][N:5]=1.Cl[C:11]1[C:16]([Cl:17])=[CH:15][C:14]([Cl:18])=[CH:13][N:12]=1.Cl. (4) The reactants are [OH-].[Na+].[CH3:3][O:4][C:5]1[C:10]([C:11](=[O:13])[CH3:12])=[C:9]([O:14][CH2:15][O:16][CH3:17])[C:8]([CH2:18][CH:19]=[C:20]([CH3:22])[CH3:21])=[C:7]([O:23][CH2:24][O:25][CH3:26])[CH:6]=1.[F:27][C:28]1[CH:35]=[CH:34][C:31]([CH:32]=O)=[CH:30][CH:29]=1. The catalyst is CO. The product is [F:27][C:28]1[CH:35]=[CH:34][C:31](/[CH:32]=[CH:12]/[C:11]([C:10]2[C:5]([O:4][CH3:3])=[CH:6][C:7]([O:23][CH2:24][O:25][CH3:26])=[C:8]([CH2:18][CH:19]=[C:20]([CH3:21])[CH3:22])[C:9]=2[O:14][CH2:15][O:16][CH3:17])=[O:13])=[CH:30][CH:29]=1. The yield is 0.250. (5) The reactants are [CH:1]([C:3]1[C:11]2[B:10]([OH:12])[O:9][CH2:8][C:7]=2[CH:6]=[CH:5][CH:4]=1)=O.[NH3:13].II.[O-]S([O-])(=S)=O.[Na+].[Na+].Cl. The catalyst is C1COCC1.O. The product is [C:1]([C:3]1[C:11]2[B:10]([OH:12])[O:9][CH2:8][C:7]=2[CH:6]=[CH:5][CH:4]=1)#[N:13]. The yield is 0.960. (6) The reactants are [CH3:1][N:2]1[CH:6]=[C:5]([C:7]2[CH:8]=[C:9]3[C:15]([C:16]4[CH:21]=[CH:20][CH:19]=[CH:18][CH:17]=4)=[N:14][N:13](C4CCCCO4)[C:10]3=[CH:11][N:12]=2)[CH:4]=[N:3]1.Cl. The catalyst is CO.O. The product is [CH3:1][N:2]1[CH:6]=[C:5]([C:7]2[CH:8]=[C:9]3[C:15]([C:16]4[CH:17]=[CH:18][CH:19]=[CH:20][CH:21]=4)=[N:14][NH:13][C:10]3=[CH:11][N:12]=2)[CH:4]=[N:3]1. The yield is 0.958. (7) The reactants are [CH3:1][CH:2]([CH3:8])[C:3](=O)[CH2:4][C:5]#[N:6].[NH2:9][NH2:10]. The catalyst is C(O)C. The product is [CH:2]([C:3]1[CH:4]=[C:5]([NH2:6])[NH:10][N:9]=1)([CH3:8])[CH3:1]. The yield is 0.680. (8) The reactants are Cl.[Si]([O:9][CH:10]([C:12]1[CH:13]=[CH:14][C:15]([CH3:27])=[C:16]([N:18](C)[C:19](=O)OC(C)(C)C)[CH:17]=1)[CH3:11])(C(C)(C)C)(C)C. The catalyst is CO. The product is [CH3:27][C:15]1[CH:14]=[CH:13][C:12]([CH:10]([OH:9])[CH3:11])=[CH:17][C:16]=1[NH:18][CH3:19]. The yield is 0.980.